This data is from Reaction yield outcomes from USPTO patents with 853,638 reactions. The task is: Predict the reaction yield, written as a fraction of the theoretical maximum amount of product (1.0 means a 100% yield; for example, 0.34 means a 34% yield). (1) The reactants are [CH3:1][C:2]([O:4][C@@H:5]([CH2:10][N+:11]([CH3:14])([CH3:13])[CH3:12])[CH2:6][C:7]([O-:9])=[O:8])=[O:3].[Cl-:15].[CH2:16]([C:28]1[C:37]2[C:32](=[CH:33][CH:34]=[CH:35][CH:36]=2)[CH:31]=[CH:30][C:29]=1O)[C:17]1[C:26]2[C:21](=[CH:22][CH:23]=[CH:24][CH:25]=2)[CH:20]=[CH:19][C:18]=1[OH:27]. The catalyst is CC#N. The product is [Cl-:15].[C:2]([O:4][C@H:5]([CH2:6][C:7]([O:9][C:29]1[CH:30]=[CH:31][C:32]2[C:37](=[CH:36][CH:35]=[CH:34][CH:33]=2)[C:28]=1[CH2:16][C:17]1[C:26]2[C:21](=[CH:22][CH:23]=[CH:24][CH:25]=2)[CH:20]=[CH:19][C:18]=1[OH:27])=[O:8])[CH2:10][N+:11]([CH3:12])([CH3:14])[CH3:13])(=[O:3])[CH3:1]. The yield is 0.380. (2) The reactants are [Cl:1][C:2]1[CH:9]=[CH:8][C:5]([C:6]#[N:7])=[C:4]([O:10][C:11]2[CH:16]=[CH:15][CH:14]=[C:13]([CH:17]=O)[CH:12]=2)[CH:3]=1.CN.[C:21]([BH3-])#[N:22].[Na+].[C:25]([OH:32])(=[O:31])/[CH:26]=[CH:27]/[C:28]([OH:30])=[O:29]. The catalyst is C(O)(=O)C.CO. The product is [C:25]([OH:32])(=[O:31])/[CH:26]=[CH:27]/[C:28]([OH:30])=[O:29].[Cl:1][C:2]1[CH:9]=[CH:8][C:5]([C:6]#[N:7])=[C:4]([O:10][C:11]2[CH:16]=[CH:15][CH:14]=[C:13]([CH2:17][NH:22][CH3:21])[CH:12]=2)[CH:3]=1. The yield is 0.580. (3) The reactants are [I:1][C:2]1[CH:10]=[C:9]2[C:5]([CH:6]=[N:7][N:8]2[C:11]2[C:16]([N+:17]([O-])=O)=[CH:15][N:14]=[C:13]([NH2:20])[N:12]=2)=[CH:4][CH:3]=1.CN(C=O)C.S(S([O-])=O)([O-])=O.[Na+].[Na+].C(=O)(O)[O-].[Na+]. The catalyst is CO.O. The product is [I:1][C:2]1[CH:10]=[C:9]2[C:5]([CH:6]=[N:7][N:8]2[C:11]2[C:16]([NH2:17])=[CH:15][N:14]=[C:13]([NH2:20])[N:12]=2)=[CH:4][CH:3]=1. The yield is 0.110. (4) The reactants are [CH:1]([N:4]1[CH2:9][CH2:8][NH:7][CH2:6][CH2:5]1)([CH3:3])[CH3:2].Br[C:11]1[CH:20]=[CH:19][C:14]([C:15]([O:17][CH3:18])=[O:16])=[CH:13][CH:12]=1.C(=O)([O-])[O-].[K+].[K+]. The catalyst is COCCOC.C1C=CC(/C=C/C(/C=C/C2C=CC=CC=2)=O)=CC=1.C1C=CC(/C=C/C(/C=C/C2C=CC=CC=2)=O)=CC=1.C1C=CC(/C=C/C(/C=C/C2C=CC=CC=2)=O)=CC=1.[Pd].[Pd].C1(P(C2CCCCC2)C2C=CC=CC=2C2C=CC=CC=2N(C)C)CCCCC1. The product is [CH3:2][CH:1]([N:4]1[CH2:9][CH2:8][N:7]([C:11]2[CH:20]=[CH:19][C:14]([C:15]([O:17][CH3:18])=[O:16])=[CH:13][CH:12]=2)[CH2:6][CH2:5]1)[CH3:3]. The yield is 0.648. (5) The reactants are [S:1]1[CH:5]=[CH:4][CH:3]=[C:2]1[C:6]1[CH:7]=[CH:8][CH:9]=[C:10]2[C:15]=1[N:14]=[CH:13][N:12]=[C:11]2O.P(Cl)(Cl)(Cl)=O.ClC1C2C(=C(C3SC=CC=3)C=CC=2)N=CN=1.[CH3:38][C:39]1[N:40]=[CH:41][N:42]([C:45]2[CH:46]=[C:47]([CH:49]=[CH:50][CH:51]=2)[NH2:48])[C:43]=1[CH3:44].C(=O)([O-])O.[Na+]. The catalyst is CN1CCN(C)C1=O.CN(C)C=O. The product is [CH3:38][C:39]1[N:40]=[CH:41][N:42]([C:45]2[CH:46]=[C:47]([NH:48][C:11]3[C:10]4[C:15](=[C:6]([C:2]5[S:1][CH:5]=[CH:4][CH:3]=5)[CH:7]=[CH:8][CH:9]=4)[N:14]=[CH:13][N:12]=3)[CH:49]=[CH:50][CH:51]=2)[C:43]=1[CH3:44]. The yield is 0.383.